This data is from Full USPTO retrosynthesis dataset with 1.9M reactions from patents (1976-2016). The task is: Predict the reactants needed to synthesize the given product. (1) Given the product [OH:7][CH2:8][CH2:9][CH2:10][C:11]1([C:32]#[N:33])[CH2:18][C:17]2[C:12]1=[CH:13][C:14]([O:30][CH3:31])=[C:15]([O:19][Si:20]([CH:24]([CH3:26])[CH3:25])([CH:27]([CH3:29])[CH3:28])[CH:21]([CH3:22])[CH3:23])[CH:16]=2, predict the reactants needed to synthesize it. The reactants are: O1CCCCC1[O:7][CH2:8][CH2:9][CH2:10][C:11]1([C:32]#[N:33])[CH2:18][C:17]2[C:12]1=[CH:13][C:14]([O:30][CH3:31])=[C:15]([O:19][Si:20]([CH:27]([CH3:29])[CH3:28])([CH:24]([CH3:26])[CH3:25])[CH:21]([CH3:23])[CH3:22])[CH:16]=2.CC1C=CC(S([O-])(=O)=O)=CC=1.C1C=C[NH+]=CC=1.C([O-])(O)=O.[Na+]. (2) Given the product [Cl:1][C:2]1[CH:3]=[C:4]2[C:9](=[CH:10][C:11]=1[O:12][C:13]1[CH:14]=[CH:15][C:16]([C:19](=[O:32])[NH:20][C:21]3[CH:30]=[CH:29][C:28]4[C:23](=[CH:24][CH:25]=[C:26]([Cl:31])[CH:27]=4)[N:22]=3)=[CH:17][CH:18]=1)[O:8][CH2:7][CH2:6][CH:5]2[C:33]([O:35][C:36]([CH3:39])([CH3:38])[CH3:37])=[O:34], predict the reactants needed to synthesize it. The reactants are: [Cl:1][C:2]1[CH:3]=[C:4]2[C:9](=[CH:10][C:11]=1[O:12][C:13]1[CH:18]=[CH:17][C:16]([C:19](=[O:32])[NH:20][C:21]3[CH:30]=[CH:29][C:28]4[C:23](=[CH:24][CH:25]=[C:26]([Cl:31])[CH:27]=4)[N:22]=3)=[CH:15][CH:14]=1)[O:8][CH2:7][CH2:6][CH:5]2[C:33]([OH:35])=[O:34].[C:36](OC(O[C:36]([CH3:39])([CH3:38])[CH3:37])N(C)C)([CH3:39])([CH3:38])[CH3:37].